From a dataset of Peptide-MHC class II binding affinity with 134,281 pairs from IEDB. Regression. Given a peptide amino acid sequence and an MHC pseudo amino acid sequence, predict their binding affinity value. This is MHC class II binding data. (1) The peptide sequence is GVLQTFMRMAWGGSY. The MHC is H-2-IAb with pseudo-sequence H-2-IAb. The binding affinity (normalized) is 0.119. (2) The peptide sequence is GLNITGVTCGPGHGI. The MHC is HLA-DQA10301-DQB10302 with pseudo-sequence HLA-DQA10301-DQB10302. The binding affinity (normalized) is 0.117. (3) The peptide sequence is LKGIQSLRKLSSVCL. The MHC is H-2-IAb with pseudo-sequence H-2-IAb. The binding affinity (normalized) is 0.120. (4) The peptide sequence is EWEFVNTPPLVKLWY. The MHC is DRB1_0901 with pseudo-sequence DRB1_0901. The binding affinity (normalized) is 0.626. (5) The peptide sequence is FKAAVAAAANAPPAD. The MHC is HLA-DQA10501-DQB10301 with pseudo-sequence HLA-DQA10501-DQB10301. The binding affinity (normalized) is 0.804.